Dataset: Forward reaction prediction with 1.9M reactions from USPTO patents (1976-2016). Task: Predict the product of the given reaction. (1) Given the reactants [C:1]([Li:5])([CH3:4])([CH3:3])[CH3:2].Br[C:7]1[CH:12]=[CH:11][C:10]([CH3:13])=[CH:9][CH:8]=1.[CH3:14][C:15]1(C)CC=C(OS(C(F)(F)F)(=O)=O)[C:21]2[CH:20]=[C:19]([N:33]=[N:34][C:35]3[CH:45]=[CH:44][C:38]([C:39]([O:41][CH2:42][CH3:43])=[O:40])=[CH:37][CH:36]=3)[CH:18]=[CH:17][C:16]1=2, predict the reaction product. The product is: [Li:5][C:7]1[CH:12]=[CH:11][C:10]([CH3:13])=[CH:9][CH:8]=1.[CH3:2][C:1]1([CH3:4])[CH2:14][CH:15]=[C:16]([C:7]2[CH:12]=[CH:11][C:10]([CH3:13])=[CH:9][CH:8]=2)[C:17]2[CH:18]=[C:19]([N:33]=[N:34][C:35]3[CH:36]=[CH:37][C:38]([C:39]([O:41][CH2:42][CH3:43])=[O:40])=[CH:44][CH:45]=3)[CH:20]=[CH:21][C:3]1=2. (2) Given the reactants [CH3:1][C:2]1([CH3:27])[C:6]([CH3:8])([CH3:7])[O:5][B:4]([C:9]2[CH:26]=[CH:25][C:12]([O:13][CH2:14][C:15]3[CH:24]=[CH:23][C:22]4[C:17](=CC=C[CH:21]=4)[N:16]=3)=[CH:11][CH:10]=2)[O:3]1.ClCC1C=CC(C)=CN=1, predict the reaction product. The product is: [CH3:21][C:22]1[CH:23]=[CH:24][C:15]([CH2:14][O:13][C:12]2[CH:11]=[CH:10][C:9]([B:4]3[O:5][C:6]([CH3:8])([CH3:7])[C:2]([CH3:27])([CH3:1])[O:3]3)=[CH:26][CH:25]=2)=[N:16][CH:17]=1. (3) Given the reactants [CH2:1]([O:3][C:4]([CH2:6][N:7]([C:9](=[NH:11])[NH2:10])[CH3:8])=[O:5])[CH3:2].[O:12]=[C:13]1[O:19][C@H:18]([C@H:20]([CH2:22][OH:23])[OH:21])[C:16]([OH:17])=[C:14]1[OH:15], predict the reaction product. The product is: [O:12]=[C:13]1[O:19][C@H:18]([C@H:20]([CH2:22][OH:23])[OH:21])[C:16]([O-:17])=[C:14]1[OH:15].[CH2:1]([O:3][C:4]([CH2:6][N:7]([C:9](=[NH:10])[NH2:11])[CH3:8])=[O:5])[CH3:2]. (4) Given the reactants [NH:1]([C:3]1[CH:8]=[CH:7][C:6]([CH2:9][S:10]([N:13]([CH3:15])[CH3:14])(=[O:12])=[O:11])=[CH:5][CH:4]=1)[NH2:2].C([O-])(=O)C.[Na+].[O:21]1[CH:26]=[CH:25][CH2:24][CH2:23][CH2:22]1, predict the reaction product. The product is: [OH:21][CH2:22][CH2:23][CH2:24][CH2:25][CH:26]=[N:2][NH:1][C:3]1[CH:4]=[CH:5][C:6]([CH2:9][S:10]([N:13]([CH3:15])[CH3:14])(=[O:11])=[O:12])=[CH:7][CH:8]=1. (5) The product is: [Cl:26][C:27]1[CH:32]=[C:31]([F:33])[C:30]([F:34])=[CH:29][C:28]=1[C:35]1[CH:40]=[CH:39][CH:38]=[C:37]([NH:41][C:14]([C@@H:9]2[CH2:10][C@@H:11]([F:13])[CH2:12][N:8]2[C:6]([O:5][C:1]([CH3:2])([CH3:3])[CH3:4])=[O:7])=[O:16])[C:36]=1[F:42]. Given the reactants [C:1]([O:5][C:6]([N:8]1[CH2:12][C@H:11]([F:13])[CH2:10][C@H:9]1[C:14]([OH:16])=O)=[O:7])([CH3:4])([CH3:3])[CH3:2].ClC(N(C)C)=C(C)C.Cl.[Cl:26][C:27]1[CH:32]=[C:31]([F:33])[C:30]([F:34])=[CH:29][C:28]=1[C:35]1[CH:40]=[CH:39][CH:38]=[C:37]([NH2:41])[C:36]=1[F:42].CCN(C(C)C)C(C)C, predict the reaction product. (6) Given the reactants [C:1]1([C:32]2[CH:37]=[CH:36][CH:35]=[CH:34][CH:33]=2)[CH:6]=[CH:5][C:4]([CH2:7][O:8][C:9]2[CH:14]=[CH:13][C:12]([CH2:15][CH2:16][CH2:17][O:18][C:19]3[CH:29]=[CH:28][C:22]([C:23]([O:25][CH2:26][CH3:27])=[O:24])=[CH:21][C:20]=3[CH:30]=[O:31])=[CH:11][CH:10]=2)=[CH:3][CH:2]=1.C1C[O:41]CC1.Cl([O-])=O.[Na+].S(=O)(=O)(O)N, predict the reaction product. The product is: [C:1]1([C:32]2[CH:33]=[CH:34][CH:35]=[CH:36][CH:37]=2)[CH:2]=[CH:3][C:4]([CH2:7][O:8][C:9]2[CH:10]=[CH:11][C:12]([CH2:15][CH2:16][CH2:17][O:18][C:19]3[CH:29]=[CH:28][C:22]([C:23]([O:25][CH2:26][CH3:27])=[O:24])=[CH:21][C:20]=3[C:30]([OH:41])=[O:31])=[CH:13][CH:14]=2)=[CH:5][CH:6]=1.